This data is from Full USPTO retrosynthesis dataset with 1.9M reactions from patents (1976-2016). The task is: Predict the reactants needed to synthesize the given product. (1) Given the product [CH3:1][C@@H:2]1[O:7][C@@H:6]([O:8][C@H:9]2[C@@H:100]3[NH:101][C:102](=[O:103])[C@@H:81]([C:82]4[CH:83]=[CH:84][C:85]([OH:107])=[C:86]([C:88]5[C:93]([OH:94])=[CH:92][C:91]([OH:95])=[CH:90][C:89]=5[C@@H:96]([C:104]([OH:106])=[O:105])[NH:97][C:98]3=[O:99])[CH:87]=4)[NH:80][C:78](=[O:79])[C@H:77]3[C:20]4=[CH:21][C:22]([O:60][C:61]5[CH:62]=[CH:63][C:64]([C@@H:68]([OH:122])[C@@H:69]([NH:112][C:113]([C@H:115]([NH:120][CH3:121])[CH2:116][CH:117]([CH3:118])[CH3:119])=[O:114])[C:70]([NH:72][C@@H:73]([CH2:108][C:109]([NH2:111])=[O:110])[C:74]([NH:76]3)=[O:75])=[O:71])=[CH:65][C:66]=5[Cl:67])=[C:23]([O:24][C@@H:25]3[O:30][C@H:29]([CH2:31][OH:32])[C@@H:28]([OH:33])[C@H:27]([OH:34])[C@H:26]3[O:35][C@@H:36]3[O:41][C@@H:40]([CH3:42])[C@H:39]([OH:43])[C@:38]([NH:45][CH2:46][C:47]5[CH:52]=[CH:51][C:50]([C:53]6[CH:58]=[CH:57][C:56]([Cl:59])=[CH:55][CH:54]=6)=[CH:49][CH:48]=5)([CH3:44])[CH2:37]3)[C:18](=[CH:19]4)[O:17][C:13]3=[C:14]([Cl:16])[CH:15]=[C:10]2[CH:11]=[CH:12]3)[CH2:5][C@@:4]([NH2:124])([CH3:123])[C@H:3]1[OH:125], predict the reactants needed to synthesize it. The reactants are: [CH3:1][C@@H:2]1[O:7][C@@H:6]([O:8][C@H:9]2[C@@H:100]3[NH:101][C:102](=[O:103])[C@@H:81]([C:82]4[CH:83]=[CH:84][C:85]([OH:107])=[C:86]([C:88]5[C:93]([OH:94])=[CH:92][C:91]([OH:95])=[CH:90][C:89]=5[C@@H:96]([C:104]([OH:106])=[O:105])[NH:97][C:98]3=[O:99])[CH:87]=4)[NH:80][C:78](=[O:79])[C@H:77]3[C:20]4=[CH:21][C:22]([O:60][C:61]5[CH:62]=[CH:63][C:64]([C@@H:68]([OH:122])[C@@H:69]([NH:112][C:113]([C@H:115]([NH:120][CH3:121])[CH2:116][CH:117]([CH3:119])[CH3:118])=[O:114])[C:70]([NH:72][C@@H:73]([CH2:108][C:109]([NH2:111])=[O:110])[C:74]([NH:76]3)=[O:75])=[O:71])=[CH:65][C:66]=5[Cl:67])=[C:23]([O:24][C@@H:25]3[O:30][C@H:29]([CH2:31][OH:32])[C@@H:28]([OH:33])[C@H:27]([OH:34])[C@H:26]3[O:35][C@@H:36]3[O:41][C@@H:40]([CH3:42])[C@H:39]([OH:43])[C@:38]([NH:45][CH2:46][C:47]5[CH:48]=[CH:49][C:50]([C:53]6[CH:54]=[CH:55][C:56]([Cl:59])=[CH:57][CH:58]=6)=[CH:51][CH:52]=5)([CH3:44])[CH2:37]3)[C:18](=[CH:19]4)[O:17][C:13]3=[C:14]([Cl:16])[CH:15]=[C:10]2[CH:11]=[CH:12]3)[CH2:5][C@@:4]([NH2:124])([CH3:123])[C@H:3]1[OH:125].OP(O)(O)=O.C([O-])(O)=O.[Na+].O. (2) Given the product [Si:1]([O:8][C@@H:9]([C:39](=[O:42])[NH2:40])[CH2:10][C@H:11]1[CH2:22][CH2:21][C:20]2[S:19][C:18]3[N:17]=[CH:16][N:15]=[C:14]([O:23][CH:24]4[CH2:25][CH2:26][CH:27]([N:30]([CH3:38])[C:31](=[O:37])[O:32][C:33]([CH3:34])([CH3:36])[CH3:35])[CH2:28][CH2:29]4)[C:13]=3[C:12]1=2)([C:4]([CH3:7])([CH3:6])[CH3:5])([CH3:3])[CH3:2], predict the reactants needed to synthesize it. The reactants are: [Si:1]([O:8][CH:9]([C:39]#[N:40])[CH2:10][C@H:11]1[CH2:22][CH2:21][C:20]2[S:19][C:18]3[N:17]=[CH:16][N:15]=[C:14]([O:23][CH:24]4[CH2:29][CH2:28][CH:27]([N:30]([CH3:38])[C:31](=[O:37])[O:32][C:33]([CH3:36])([CH3:35])[CH3:34])[CH2:26][CH2:25]4)[C:13]=3[C:12]1=2)([C:4]([CH3:7])([CH3:6])[CH3:5])([CH3:3])[CH3:2].[Li+].[OH-:42].OO.